Dataset: Full USPTO retrosynthesis dataset with 1.9M reactions from patents (1976-2016). Task: Predict the reactants needed to synthesize the given product. (1) Given the product [C:1]([O:4][CH2:5][CH2:6][O:7][C:8]1[C:12]([I:27])=[C:11]([NH:13][S:14]([C:17]2[CH:18]=[CH:19][C:20]([C:23]([CH3:26])([CH3:25])[CH3:24])=[CH:21][CH:22]=2)(=[O:15])=[O:16])[O:10][N:9]=1)(=[O:3])[CH3:2], predict the reactants needed to synthesize it. The reactants are: [C:1]([O:4][CH2:5][CH2:6][O:7][C:8]1[CH:12]=[C:11]([NH:13][S:14]([C:17]2[CH:22]=[CH:21][C:20]([C:23]([CH3:26])([CH3:25])[CH3:24])=[CH:19][CH:18]=2)(=[O:16])=[O:15])[O:10][N:9]=1)(=[O:3])[CH3:2].[I:27]N1C(=O)CCC1=O. (2) Given the product [CH2:46]([N+:37]([CH2:33][CH2:34][CH2:35][CH3:36])([CH2:38][CH2:39][CH2:40][CH3:41])[CH2:42][CH2:43][CH2:44][CH3:45])[CH2:47][CH2:48][CH3:49].[CH2:1]([O:8][C:9]([NH:11][C@H:12]([CH2:18][C:19]1[CH:24]=[CH:23][CH:22]=[CH:21][C:20]=1[F:25])[CH2:13][S:28]([O-:30])(=[O:29])=[O:27])=[O:10])[C:2]1[CH:3]=[CH:4][CH:5]=[CH:6][CH:7]=1, predict the reactants needed to synthesize it. The reactants are: [CH2:1]([O:8][C:9]([NH:11][C@H:12]([CH2:18][C:19]1[CH:24]=[CH:23][CH:22]=[CH:21][C:20]=1[F:25])[CH2:13]SC(=O)C)=[O:10])[C:2]1[CH:7]=[CH:6][CH:5]=[CH:4][CH:3]=1.O[O:27][S:28]([O-:30])=[O:29].[K+].[OH-].[CH2:33]([N+:37]([CH2:46][CH2:47][CH2:48][CH3:49])([CH2:42][CH2:43][CH2:44][CH3:45])[CH2:38][CH2:39][CH2:40][CH3:41])[CH2:34][CH2:35][CH3:36]. (3) Given the product [CH2:1]([NH:8][C:9]([C:11]1[C:19]2[C:18]3[CH:20]=[C:21]([NH:24][C:27](=[O:29])[CH3:28])[CH:22]=[CH:23][C:17]=3[O:16][C:15]=2[C:14]([O:25][CH3:26])=[CH:13][CH:12]=1)=[O:10])[C:2]1[CH:3]=[CH:4][CH:5]=[CH:6][CH:7]=1, predict the reactants needed to synthesize it. The reactants are: [CH2:1]([NH:8][C:9]([C:11]1[C:19]2[C:18]3[CH:20]=[C:21]([NH2:24])[CH:22]=[CH:23][C:17]=3[O:16][C:15]=2[C:14]([O:25][CH3:26])=[CH:13][CH:12]=1)=[O:10])[C:2]1[CH:7]=[CH:6][CH:5]=[CH:4][CH:3]=1.[C:27](Cl)(=[O:29])[CH3:28].N1C=CC=CC=1. (4) Given the product [CH3:31][C:10]1[N:9]([CH2:8][C:5]2[CH:6]=[CH:7][C:2]([NH:39][CH2:38][CH2:37][N:32]3[CH2:36][CH2:35][CH2:34][CH2:33]3)=[N:3][CH:4]=2)[CH:13]=[C:12]([C:14]2[O:18][N:17]=[C:16]([C:19]3[CH:24]=[CH:23][C:22]([CH2:25][N:26]4[CH:30]=[CH:29][CH:28]=[CH:27]4)=[CH:21][CH:20]=3)[N:15]=2)[CH:11]=1, predict the reactants needed to synthesize it. The reactants are: Cl[C:2]1[CH:7]=[CH:6][C:5]([CH2:8][N:9]2[CH:13]=[C:12]([C:14]3[O:18][N:17]=[C:16]([C:19]4[CH:24]=[CH:23][C:22]([CH2:25][N:26]5[CH:30]=[CH:29][CH:28]=[CH:27]5)=[CH:21][CH:20]=4)[N:15]=3)[CH:11]=[C:10]2[CH3:31])=[CH:4][N:3]=1.[N:32]1([CH2:37][CH2:38][NH2:39])[CH2:36][CH2:35][CH2:34][CH2:33]1. (5) Given the product [C:13]([O:17][C:18]([N:20]1[CH2:24][CH2:23][CH2:22][CH:21]1[C:25]#[C:26][C:2]1[CH:12]=[CH:11][C:5]([C:6]([O:8][CH2:9][CH3:10])=[O:7])=[CH:4][CH:3]=1)=[O:19])([CH3:16])([CH3:15])[CH3:14], predict the reactants needed to synthesize it. The reactants are: I[C:2]1[CH:12]=[CH:11][C:5]([C:6]([O:8][CH2:9][CH3:10])=[O:7])=[CH:4][CH:3]=1.[C:13]([O:17][C:18]([N:20]1[CH2:24][CH2:23][CH2:22][CH:21]1[C:25]#[CH:26])=[O:19])([CH3:16])([CH3:15])[CH3:14].O. (6) Given the product [C:18]([O:17][C:16]([NH:15][C:11]1([C:8]2[CH:7]=[CH:6][C:5]([C:3]3[N:29]=[C:30]4[CH:31]=[CH:32][C:33]([C:36]([O:38][CH2:39][CH3:40])=[O:37])=[N:34][N:35]4[C:2]=3[C:23]3[CH:24]=[CH:25][CH:26]=[CH:27][CH:28]=3)=[CH:10][CH:9]=2)[CH2:12][CH2:13][CH2:14]1)=[O:22])([CH3:20])([CH3:19])[CH3:21], predict the reactants needed to synthesize it. The reactants are: Br[CH:2]([C:23]1[CH:28]=[CH:27][CH:26]=[CH:25][CH:24]=1)[C:3]([C:5]1[CH:10]=[CH:9][C:8]([C:11]2([NH:15][C:16](=[O:22])[O:17][C:18]([CH3:21])([CH3:20])[CH3:19])[CH2:14][CH2:13][CH2:12]2)=[CH:7][CH:6]=1)=O.[NH2:29][C:30]1[N:35]=[N:34][C:33]([C:36]([O:38][CH2:39][CH3:40])=[O:37])=[CH:32][CH:31]=1.C(N(CC)C(C)C)(C)C. (7) Given the product [Cl:1][C:2]1[CH:12]=[C:11]([F:13])[C:10]([F:14])=[CH:9][C:3]=1[C:4]([NH:6][C:7]([NH:30][C:17]1[CH:18]=[C:19]([C:22]2[N:23]=[N:24][C:25]([CH3:29])=[C:26]([CH3:28])[N:27]=2)[CH:20]=[CH:21][C:16]=1[Cl:15])=[O:8])=[O:5], predict the reactants needed to synthesize it. The reactants are: [Cl:1][C:2]1[CH:12]=[C:11]([F:13])[C:10]([F:14])=[CH:9][C:3]=1[C:4]([N:6]=[C:7]=[O:8])=[O:5].[Cl:15][C:16]1[CH:21]=[CH:20][C:19]([C:22]2[N:23]=[N:24][C:25]([CH3:29])=[C:26]([CH3:28])[N:27]=2)=[CH:18][C:17]=1[NH2:30]. (8) Given the product [NH2:39][C:35]1[N:34]=[CH:33][N:32]=[C:31]2[C:36]=1[N:37]=[CH:38][N:30]2[C@H:29]1[C@@H:24]2[O:23][C:22]([CH3:21])([CH3:43])[O:26][C@@H:25]2[C@@H:27]([CH2:40][N:41]([CH3:42])[CH2:17][CH2:16][C@H:15]([NH:14][C:12]([NH:11][C:8]2[CH:9]=[CH:10][C:5]([C:1]([CH3:4])([CH3:3])[CH3:2])=[CH:6][CH:7]=2)=[O:13])[CH2:19][CH3:20])[O:28]1, predict the reactants needed to synthesize it. The reactants are: [C:1]([C:5]1[CH:10]=[CH:9][C:8]([NH:11][C:12]([NH:14][C@H:15]([CH2:19][CH3:20])[CH2:16][CH:17]=O)=[O:13])=[CH:7][CH:6]=1)([CH3:4])([CH3:3])[CH3:2].[CH3:21][C:22]1([CH3:43])[O:26][C@@H:25]2[C@@H:27]([CH2:40][NH:41][CH3:42])[O:28][C@@H:29]([N:30]3[CH:38]=[N:37][C:36]4[C:31]3=[N:32][CH:33]=[N:34][C:35]=4[NH2:39])[C@@H:24]2[O:23]1.[BH-](OC(C)=O)(OC(C)=O)OC(C)=O.[Na+]. (9) Given the product [CH:7](=[N:8][C:10]([CH3:13])([CH3:12])[CH3:11])[C:1]1[CH:6]=[CH:5][CH:4]=[CH:3][CH:2]=1, predict the reactants needed to synthesize it. The reactants are: [C:1]1([CH:7]=[N+:8]([C:10]([CH3:13])([CH3:12])[CH3:11])[O-])[CH:6]=[CH:5][CH:4]=[CH:3][CH:2]=1.C(=O)C1C=CC=CC=1.C(N)(C)(C)C.